This data is from Catalyst prediction with 721,799 reactions and 888 catalyst types from USPTO. The task is: Predict which catalyst facilitates the given reaction. Reactant: [C:1]([O:5][C:6]([N:8]1[CH2:13][CH2:12][CH:11]([C:14]2[CH:18]=[CH:17][O:16][C:15]=2[CH2:19][OH:20])[CH2:10][CH2:9]1)=[O:7])([CH3:4])([CH3:3])[CH3:2].C1N2CCN(CC2)C1.[S:29](Cl)([C:32]1[CH:38]=[CH:37][C:35]([CH3:36])=[CH:34][CH:33]=1)(=[O:31])=[O:30]. Product: [C:1]([O:5][C:6]([N:8]1[CH2:13][CH2:12][CH:11]([C:14]2[CH:18]=[CH:17][O:16][C:15]=2[CH2:19][O:20][S:29]([C:32]2[CH:38]=[CH:37][C:35]([CH3:36])=[CH:34][CH:33]=2)(=[O:31])=[O:30])[CH2:10][CH2:9]1)=[O:7])([CH3:4])([CH3:2])[CH3:3]. The catalyst class is: 91.